The task is: Predict the product of the given reaction.. This data is from Forward reaction prediction with 1.9M reactions from USPTO patents (1976-2016). (1) Given the reactants O[CH2:2][C:3]1[CH:8]=[CH:7][CH:6]=[CH:5][C:4]=1[NH:9][C:10](=[O:16])[O:11][C:12]([CH3:15])([CH3:14])[CH3:13].P(Br)(Br)[Br:18].C(=O)([O-])O.[Na+].O, predict the reaction product. The product is: [Br:18][CH2:2][C:3]1[CH:8]=[CH:7][CH:6]=[CH:5][C:4]=1[NH:9][C:10](=[O:16])[O:11][C:12]([CH3:15])([CH3:14])[CH3:13]. (2) Given the reactants [C:1]([O:5][C:6]([N:8]1[C@H:13]([C:14]([OH:16])=O)[CH2:12][C@@H:11]2[C@H:9]1[CH2:10]2)=[O:7])([CH3:4])([CH3:3])[CH3:2].[C:17]1([C@H:23]2[CH2:25][C@@H:24]2[NH2:26])[CH:22]=[CH:21][CH:20]=[CH:19][CH:18]=1.CN(C(ON1N=NC2C=CC=CC1=2)=[N+](C)C)C.F[P-](F)(F)(F)(F)F.CCN(C(C)C)C(C)C, predict the reaction product. The product is: [C:1]([O:5][C:6]([N:8]1[C@H:13]([C:14](=[O:16])[NH:26][C@H:24]2[CH2:25][C@@H:23]2[C:17]2[CH:22]=[CH:21][CH:20]=[CH:19][CH:18]=2)[CH2:12][C@@H:11]2[C@H:9]1[CH2:10]2)=[O:7])([CH3:2])([CH3:3])[CH3:4]. (3) Given the reactants [Cl:1][C:2]1[CH:3]=[N:4][CH:5]=[C:6]([Cl:20])[C:7]=1[S:8][C:9]1[S:13][C:12]([C:14](Cl)=[O:15])=[CH:11][C:10]=1[N+:17]([O-:19])=[O:18].[O:21]1[CH2:26][CH2:25][N:24]([C:27]2[CH:33]=[CH:32][C:30]([NH2:31])=[CH:29][CH:28]=2)[CH2:23][CH2:22]1, predict the reaction product. The product is: [Cl:1][C:2]1[CH:3]=[N:4][CH:5]=[C:6]([Cl:20])[C:7]=1[S:8][C:9]1[S:13][C:12]([C:14]([NH:31][C:30]2[CH:29]=[CH:28][C:27]([N:24]3[CH2:25][CH2:26][O:21][CH2:22][CH2:23]3)=[CH:33][CH:32]=2)=[O:15])=[CH:11][C:10]=1[N+:17]([O-:19])=[O:18]. (4) Given the reactants [BH4-].[Na+].[CH3:3][O:4][C:5]1[CH:33]=[CH:32][C:8]([C:9]([NH:11][C:12]2[CH:28]=[C:27]([N+:29]([O-:31])=[O:30])[CH:26]=[CH:25][C:13]=2[C:14]([NH:16][C:17]2[CH:22]=[CH:21][C:20]([O:23][CH3:24])=[CH:19][CH:18]=2)=[O:15])=[O:10])=[C:7]([O:34][CH2:35][CH2:36][CH:37]([NH2:47])CC2C=CC=C(OC)C=2)[CH:6]=1.NCCCOC1C=C(OC)C=CC=1C(NC1C=C([N+]([O-])=O)C=CC=1C(NC1C=CC(OC)=CC=1)=O)=O.[CH3:84][O:85][C:86]1[CH:87]=[C:88]([CH:91]=[CH:92][CH:93]=1)[CH:89]=O, predict the reaction product. The product is: [CH3:3][O:4][C:5]1[CH:33]=[CH:32][C:8]([C:9]([NH:11][C:12]2[CH:28]=[C:27]([N+:29]([O-:31])=[O:30])[CH:26]=[CH:25][C:13]=2[C:14]([NH:16][C:17]2[CH:22]=[CH:21][C:20]([O:23][CH3:24])=[CH:19][CH:18]=2)=[O:15])=[O:10])=[C:7]([O:34][CH2:35][CH2:36][CH2:37][NH:47][CH2:89][C:88]2[CH:91]=[CH:92][CH:93]=[C:86]([O:85][CH3:84])[CH:87]=2)[CH:6]=1. (5) The product is: [F:1][C:2]1[CH:3]=[C:4]([CH:12]2[CH2:17][CH2:16][NH:15][CH2:14][CH2:13]2)[CH:5]=[C:6]([S:8]([CH3:11])(=[O:10])=[O:9])[CH:7]=1. Given the reactants [F:1][C:2]1[CH:3]=[C:4]([C:12]2[CH2:13][CH2:14][NH:15][CH2:16][CH:17]=2)[CH:5]=[C:6]([S:8]([CH3:11])(=[O:10])=[O:9])[CH:7]=1.C(O)=O, predict the reaction product.